This data is from Catalyst prediction with 721,799 reactions and 888 catalyst types from USPTO. The task is: Predict which catalyst facilitates the given reaction. (1) Reactant: [C:1]([Si:5]([CH3:21])([CH3:20])[O:6][CH:7]([C:13]1[CH:14]=[N:15][C:16]([Cl:19])=[CH:17][CH:18]=1)[CH2:8][NH:9][CH2:10][CH2:11][OH:12])([CH3:4])([CH3:3])[CH3:2].[C:22](O[C:22]([O:24][C:25]([CH3:28])([CH3:27])[CH3:26])=[O:23])([O:24][C:25]([CH3:28])([CH3:27])[CH3:26])=[O:23]. Product: [C:25]([O:24][C:22](=[O:23])[N:9]([CH2:8][CH:7]([O:6][Si:5]([C:1]([CH3:4])([CH3:3])[CH3:2])([CH3:20])[CH3:21])[C:13]1[CH:14]=[N:15][C:16]([Cl:19])=[CH:17][CH:18]=1)[CH2:10][CH2:11][OH:12])([CH3:28])([CH3:27])[CH3:26]. The catalyst class is: 1. (2) Reactant: [F:1][C:2]1[CH:7]=[C:6]([CH3:8])[C:5]([N+:9]([O-])=O)=[CH:4][C:3]=1[C:12](=[O:14])[CH3:13]. Product: [NH2:9][C:5]1[C:6]([CH3:8])=[CH:7][C:2]([F:1])=[C:3]([C:12](=[O:14])[CH3:13])[CH:4]=1. The catalyst class is: 29.